Dataset: Reaction yield outcomes from USPTO patents with 853,638 reactions. Task: Predict the reaction yield, written as a fraction of the theoretical maximum amount of product (1.0 means a 100% yield; for example, 0.34 means a 34% yield). (1) The reactants are [NH2:1][CH2:2][C:3]1[CH:11]=[CH:10][C:6]([C:7]([OH:9])=[O:8])=[CH:5][CH:4]=1.C([N:14]([CH2:17][CH3:18])CC)C.[OH-].[Na+].[Cl:21][S:22]([C:25]1[CH:34]=[CH:33][CH:32]=[C:31]2[C:26]=1[CH:27]=[CH:28]C=C2NC(=O)C)(=[O:24])=[O:23].Cl. The catalyst is O1CCOCC1.O.CO. The product is [ClH:21].[NH2:14][C:17]1[CH:18]=[C:31]2[C:26](=[CH:27][CH:28]=1)[C:25]([S:22]([NH:1][CH2:2][C:3]1[CH:4]=[CH:5][C:6]([C:7]([OH:9])=[O:8])=[CH:10][CH:11]=1)(=[O:24])=[O:23])=[CH:34][CH:33]=[CH:32]2. The yield is 0.854. (2) The reactants are [C:1]([O:5][C:6]([N:8]1[CH2:14][CH2:13][C:12]2[C:15]([CH2:20][SH:21])=[C:16]([Cl:19])[CH:17]=[CH:18][C:11]=2[CH2:10][CH2:9]1)=[O:7])([CH3:4])([CH3:3])[CH3:2].Br[C:23]1[S:27][C:26]([NH:28][CH2:29][CH:30]2[CH2:32][CH2:31]2)=[N:25][CH:24]=1.C(=O)([O-])[O-].[Cs+].[Cs+]. The catalyst is CN(C=O)C. The product is [C:1]([O:5][C:6]([N:8]1[CH2:14][CH2:13][C:12]2[C:15]([CH2:20][S:21][C:23]3[S:27][C:26]([NH:28][CH2:29][CH:30]4[CH2:32][CH2:31]4)=[N:25][CH:24]=3)=[C:16]([Cl:19])[CH:17]=[CH:18][C:11]=2[CH2:10][CH2:9]1)=[O:7])([CH3:4])([CH3:2])[CH3:3]. The yield is 0.440. (3) The catalyst is C(Cl)(Cl)Cl. The yield is 0.887. The product is [Br:1][C:2]([F:21])([F:22])[C:3]([F:19])([F:20])[O:4][C:5]1[CH:6]=[C:7]([O:11][C:12]([F:17])([F:18])[C:13]([F:15])([F:16])[Br:14])[CH:8]=[CH:9][C:10]=1[S:24]([Cl:23])(=[O:26])=[O:25]. The reactants are [Br:1][C:2]([F:22])([F:21])[C:3]([F:20])([F:19])[O:4][C:5]1[CH:10]=[CH:9][CH:8]=[C:7]([O:11][C:12]([F:18])([F:17])[C:13]([F:16])([F:15])[Br:14])[CH:6]=1.[Cl:23][S:24](O)(=[O:26])=[O:25].Cl.